Dataset: Full USPTO retrosynthesis dataset with 1.9M reactions from patents (1976-2016). Task: Predict the reactants needed to synthesize the given product. (1) Given the product [C:1]([O:5][C:6](=[O:18])[NH:7][C@H:8]([CH2:11][C:12]1[CH:17]=[CH:16][CH:15]=[CH:14][CH:13]=1)[CH2:9][N:31]1[CH2:32][CH2:33][CH:28]([C:26](=[O:27])[C:23]2[CH:22]=[CH:21][C:20]([F:19])=[CH:25][CH:24]=2)[CH2:29][CH2:30]1)([CH3:4])([CH3:3])[CH3:2], predict the reactants needed to synthesize it. The reactants are: [C:1]([O:5][C:6](=[O:18])[NH:7][C@H:8]([CH2:11][C:12]1[CH:17]=[CH:16][CH:15]=[CH:14][CH:13]=1)[CH:9]=O)([CH3:4])([CH3:3])[CH3:2].[F:19][C:20]1[CH:25]=[CH:24][C:23]([C:26]([CH:28]2[CH2:33][CH2:32][NH:31][CH2:30][CH2:29]2)=[O:27])=[CH:22][CH:21]=1.C(O[BH-](OC(=O)C)OC(=O)C)(=O)C.[Na+]. (2) Given the product [C:8]([O:12][C:13]([N:15]1[CH2:20][CH2:19][CH:18]([NH:21][C:2]2[CH:3]=[N:4][CH:5]=[N:6][CH:7]=2)[CH2:17][CH2:16]1)=[O:14])([CH3:11])([CH3:9])[CH3:10], predict the reactants needed to synthesize it. The reactants are: Br[C:2]1[CH:3]=[N:4][CH:5]=[N:6][CH:7]=1.[C:8]([O:12][C:13]([N:15]1[CH2:20][CH2:19][CH:18]([NH2:21])[CH2:17][CH2:16]1)=[O:14])([CH3:11])([CH3:10])[CH3:9].O(C(C)(C)C)[K]. (3) Given the product [CH3:25][C@:5]([O:14][C:15]1[CH:20]=[CH:19][C:18]([C:21]([F:23])([F:24])[F:22])=[CH:17][CH:16]=1)([CH2:6][C:7]1[CH:12]=[CH:11][C:10]([O:13][CH2:39][CH2:38][C:29]2[N:30]=[C:31]([C:33]3[S:34][CH:35]=[CH:36][CH:37]=3)[O:32][C:28]=2[CH3:27])=[CH:9][CH:8]=1)[C:4]([OH:3])=[O:26], predict the reactants needed to synthesize it. The reactants are: C([O:3][C:4](=[O:26])[C@@:5]([CH3:25])([O:14][C:15]1[CH:20]=[CH:19][C:18]([C:21]([F:24])([F:23])[F:22])=[CH:17][CH:16]=1)[CH2:6][C:7]1[CH:12]=[CH:11][C:10]([OH:13])=[CH:9][CH:8]=1)C.[CH3:27][C:28]1[O:32][C:31]([C:33]2[S:34][CH:35]=[CH:36][CH:37]=2)=[N:30][C:29]=1[CH2:38][CH2:39]OS(C1C=CC(C)=CC=1)(=O)=O. (4) Given the product [Br:1][C:2]1[CH:7]=[CH:6][C:5]([S:8]([NH:14][CH3:13])(=[O:10])=[O:9])=[CH:4][C:3]=1[CH3:12], predict the reactants needed to synthesize it. The reactants are: [Br:1][C:2]1[CH:7]=[CH:6][C:5]([S:8](Cl)(=[O:10])=[O:9])=[CH:4][C:3]=1[CH3:12].[CH3:13][NH:14]C.Cl.CN. (5) Given the product [F:29][C:30]1[C:35]([C:36]#[N:37])=[CH:34][C:33]2[C:38]3([CH2:48][O:49][C:32]=2[CH:31]=1)[C:46]1[C:41](=[CH:42][CH:43]=[CH:44][CH:45]=1)[N:40]([CH2:12][C@H:13]1[CH2:17][CH2:16][CH2:15][O:14]1)[C:39]3=[O:47], predict the reactants needed to synthesize it. The reactants are: CC1C=CC(S(O[CH2:12][C@H:13]2[CH2:17][CH2:16][CH2:15][O:14]2)(=O)=O)=CC=1.BrCC1OC(C(F)(F)F)=CC=1.[F:29][C:30]1[C:35]([C:36]#[N:37])=[CH:34][C:33]2[C:38]3([CH2:48][O:49][C:32]=2[CH:31]=1)[C:46]1[C:41](=[CH:42][CH:43]=[CH:44][CH:45]=1)[NH:40][C:39]3=[O:47].CC1C2C=C3C4(C5C(=CC=CC=5)NC4=O)COC3=CC=2ON=1. (6) Given the product [O:1]1[C:5]2[CH:6]=[CH:7][CH:8]=[CH:9][C:4]=2[CH:3]=[C:2]1[C:10]1[N:19]=[C:18]([NH:31][CH2:30][CH2:29][CH2:28][N:25]2[CH2:24][CH2:23][N:22]([CH3:21])[CH2:27][CH2:26]2)[C:17]2[C:12](=[CH:13][CH:14]=[CH:15][CH:16]=2)[N:11]=1, predict the reactants needed to synthesize it. The reactants are: [O:1]1[C:5]2[CH:6]=[CH:7][CH:8]=[CH:9][C:4]=2[CH:3]=[C:2]1[C:10]1[N:19]=[C:18](Cl)[C:17]2[C:12](=[CH:13][CH:14]=[CH:15][CH:16]=2)[N:11]=1.[CH3:21][N:22]1[CH2:27][CH2:26][N:25]([CH2:28][CH2:29][CH2:30][NH2:31])[CH2:24][CH2:23]1.